Task: Predict the product of the given reaction.. Dataset: Forward reaction prediction with 1.9M reactions from USPTO patents (1976-2016) (1) Given the reactants [CH3:1][N:2]1[C:6](/[CH:7]=[CH:8]/[C:9]([OH:11])=O)=[CH:5][CH:4]=[N:3]1.[CH2:12]([O:19][C:20]1[CH:21]=[C:22]([CH2:28][CH2:29][NH2:30])[CH:23]=[CH:24][C:25]=1[O:26][CH3:27])[C:13]1[CH:18]=[CH:17][CH:16]=[CH:15][CH:14]=1.CCN(C(C)C)C(C)C.CN(C(ON1N=NC2C=CC=NC1=2)=[N+](C)C)C.F[P-](F)(F)(F)(F)F, predict the reaction product. The product is: [CH2:12]([O:19][C:20]1[CH:21]=[C:22]([CH2:28][CH2:29][NH:30][C:9](=[O:11])/[CH:8]=[CH:7]/[C:6]2[N:2]([CH3:1])[N:3]=[CH:4][CH:5]=2)[CH:23]=[CH:24][C:25]=1[O:26][CH3:27])[C:13]1[CH:14]=[CH:15][CH:16]=[CH:17][CH:18]=1. (2) Given the reactants F[C:2]1[CH:7]=[CH:6][C:5]([N+:8]([O-:10])=[O:9])=[CH:4][CH:3]=1.[NH:11]1[CH2:16][CH2:15][O:14][CH2:13][C@H:12]1[CH2:17][OH:18].C(=O)([O-])[O-].[K+].[K+], predict the reaction product. The product is: [N+:8]([C:5]1[CH:6]=[CH:7][C:2]([N:11]2[CH2:16][CH2:15][O:14][CH2:13][C@H:12]2[CH2:17][OH:18])=[CH:3][CH:4]=1)([O-:10])=[O:9]. (3) The product is: [CH3:13][C:9]1([CH3:14])[CH2:8][CH2:7][C:6]([CH3:16])([CH3:15])[C:5]2[CH:4]=[C:3]([C:30]3[CH:29]=[CH:28][CH:27]=[CH:26][C:25]=3[C:24]([O:23][CH2:21][CH3:22])=[O:32])[CH:12]=[CH:11][C:10]1=2. Given the reactants [Mg].Br[C:3]1[CH:12]=[CH:11][C:10]2[C:9]([CH3:14])([CH3:13])[CH2:8][CH2:7][C:6]([CH3:16])([CH3:15])[C:5]=2[CH:4]=1.BrCCBr.[CH2:21]([O:23][C:24](=[O:32])[C:25]1[CH:30]=[CH:29][CH:28]=[CH:27][C:26]=1Br)[CH3:22], predict the reaction product. (4) The product is: [Cl:14][CH2:13][C@H:12]([C:7]1[CH:6]=[C:5]2[C:10](=[C:9]([Cl:11])[CH:8]=1)[N:2]([CH3:1])[CH:3]=[CH:4]2)[OH:15]. Given the reactants [CH3:1][N:2]1[C:10]2[C:5](=[CH:6][C:7]([C@H:12]([OH:15])[CH2:13][Cl:14])=[CH:8][C:9]=2[Cl:11])[CH2:4][CH2:3]1.C1(Cl)C(Cl)=C(Cl)C(=O)C(=O)C=1Cl, predict the reaction product. (5) Given the reactants [Br:1][C:2]1[CH:3]=[CH:4][C:5]([OH:21])=[C:6]([C:8](=[O:20])/[CH:9]=[CH:10]/[C:11]2[N:12]=[C:13]3[CH:18]=[CH:17][CH:16]=[CH:15][N:14]3[CH:19]=2)[CH:7]=1.II, predict the reaction product. The product is: [Br:1][C:2]1[CH:7]=[C:6]2[C:5](=[CH:4][CH:3]=1)[O:21][C:10]([C:11]1[N:12]=[C:13]3[CH:18]=[CH:17][CH:16]=[CH:15][N:14]3[CH:19]=1)=[CH:9][C:8]2=[O:20]. (6) Given the reactants [C:1]12([NH:6][C:7]([C:9]3[CH:10]=[C:11]([C:15]4[C:16]([CH2:35][C:36]([O:38]C)=[O:37])=[CH:17][C:18]5[O:22][C:21]([C:23]6[CH:28]=[CH:27][C:26]([F:29])=[CH:25][CH:24]=6)=[C:20]([C:30](=[O:33])[NH:31][CH3:32])[C:19]=5[CH:34]=4)[CH:12]=[CH:13][CH:14]=3)=[O:8])[CH2:5][CH:3]([CH2:4]1)[CH2:2]2.[OH-].[Na+], predict the reaction product. The product is: [C:1]12([NH:6][C:7]([C:9]3[CH:10]=[C:11]([C:15]4[C:16]([CH2:35][C:36]([OH:38])=[O:37])=[CH:17][C:18]5[O:22][C:21]([C:23]6[CH:28]=[CH:27][C:26]([F:29])=[CH:25][CH:24]=6)=[C:20]([C:30](=[O:33])[NH:31][CH3:32])[C:19]=5[CH:34]=4)[CH:12]=[CH:13][CH:14]=3)=[O:8])[CH2:5][CH:3]([CH2:2]1)[CH2:4]2. (7) The product is: [CH2:22]([O:21][C:19]([N:8]1[C:9]2[C:14](=[CH:13][C:12]([C:15]([F:17])([F:18])[F:16])=[CH:11][CH:10]=2)[CH:5]([C:3]([OH:4])=[O:2])[CH2:6][CH:7]1[CH2:24][CH3:25])=[O:20])[CH3:23]. Given the reactants C[O:2][C:3]([CH:5]1[C:14]2[C:9](=[CH:10][CH:11]=[C:12]([C:15]([F:18])([F:17])[F:16])[CH:13]=2)[N:8]([C:19]([O:21][CH2:22][CH3:23])=[O:20])[CH:7]([CH2:24][CH3:25])[CH2:6]1)=[O:4].O1CCOCC1.[OH-].[Na+], predict the reaction product. (8) Given the reactants [CH3:1][C:2]1[CH2:3][C:4]2[C:9]([CH:10]=1)=[CH:8][CH:7]=[CH:6][CH:5]=2.[C:11]1([CH3:17])[CH:16]=[CH:15][CH:14]=[CH:13][CH:12]=1.[CH2:18]([Li])[CH2:19][CH2:20]C.[CH2:23]([Si:29]([CH2:32][CH2:33][CH2:34][CH2:35][CH2:36][CH3:37])(Cl)Cl)[CH2:24][CH2:25][CH2:26][CH2:27][CH3:28], predict the reaction product. The product is: [CH2:23]([Si:29]([CH2:32][CH2:33][CH2:34][CH2:35][CH2:36][CH3:37])([CH:18]1[C:16]2[C:11](=[CH:12][CH:13]=[CH:14][CH:15]=2)[CH:17]=[C:19]1[CH3:20])[CH:3]1[C:4]2[C:9](=[CH:8][CH:7]=[CH:6][CH:5]=2)[CH:10]=[C:2]1[CH3:1])[CH2:24][CH2:25][CH2:26][CH2:27][CH3:28]. (9) Given the reactants [CH:1]1([C:4]([N:6]2[CH2:10][CH2:9][C@@H:8]([CH2:11][NH:12][C:13]3[C:14]([NH2:20])=[CH:15][CH:16]=[CH:17][C:18]=3[CH3:19])[CH2:7]2)=[O:5])[CH2:3][CH2:2]1.[CH:21]([C:23]1[CH:28]=[CH:27][C:26]([C:29]2[CH:37]=[C:36]3[C:32]([CH:33]=[N:34][NH:35]3)=[CH:31][CH:30]=2)=[CH:25][CH:24]=1)=O.OOS([O-])=O.[K+], predict the reaction product. The product is: [CH:1]1([C:4]([N:6]2[CH2:10][CH2:9][C@@H:8]([CH2:11][N:12]3[C:13]4[C:18]([CH3:19])=[CH:17][CH:16]=[CH:15][C:14]=4[N:20]=[C:21]3[C:23]3[CH:24]=[CH:25][C:26]([C:29]4[CH:37]=[C:36]5[C:32]([CH:33]=[N:34][NH:35]5)=[CH:31][CH:30]=4)=[CH:27][CH:28]=3)[CH2:7]2)=[O:5])[CH2:3][CH2:2]1. (10) Given the reactants [NH2:1][C:2]1[CH:3]=[C:4]([CH:16]=[CH:17][CH:18]=1)[O:5][CH2:6][CH2:7][NH:8][C:9](=[O:15])[O:10][C:11]([CH3:14])([CH3:13])[CH3:12].[CH3:19][CH:20]([S:24](Cl)(=[O:26])=[O:25])[CH2:21][CH2:22][CH3:23], predict the reaction product. The product is: [CH3:19][CH:20]([S:24]([NH:1][C:2]1[CH:3]=[C:4]([CH:16]=[CH:17][CH:18]=1)[O:5][CH2:6][CH2:7][NH:8][C:9](=[O:15])[O:10][C:11]([CH3:14])([CH3:13])[CH3:12])(=[O:26])=[O:25])[CH2:21][CH2:22][CH3:23].